This data is from Reaction yield outcomes from USPTO patents with 853,638 reactions. The task is: Predict the reaction yield, written as a fraction of the theoretical maximum amount of product (1.0 means a 100% yield; for example, 0.34 means a 34% yield). (1) No catalyst specified. The yield is 0.940. The product is [ClH:1].[CH3:2][O:3][C:4]1[CH:5]=[C:6](/[C:12](=[CH:15]/[C:16]2[S:17][C:18]([N:21]3[CH2:26][CH2:25][CH2:24][CH2:23][CH2:22]3)=[CH:19][CH:20]=2)/[C:13]#[N:14])[CH:7]=[CH:8][C:9]=1[O:10][CH3:11]. The reactants are [ClH:1].[CH3:2][O:3][C:4]1[CH:5]=[C:6](/[C:12](=[CH:15]/[C:16]2[S:17][C:18]([N:21]3[CH2:26][CH2:25][CH2:24][CH2:23][CH2:22]3)=[CH:19][CH:20]=2)/[C:13]#[N:14])[CH:7]=[CH:8][C:9]=1[O:10][CH3:11]. (2) The reactants are [NH2:1][C:2]1[O:3][C:4]([CH3:11])=[CH:5][C:6](=[O:10])[C:7]=1[C:8]#[N:9]. The catalyst is Cl. The product is [OH:3][C:2]1[N:1]=[C:4]([CH3:11])[CH:5]=[C:6]([OH:10])[C:7]=1[C:8]#[N:9]. The yield is 0.830.